Dataset: Full USPTO retrosynthesis dataset with 1.9M reactions from patents (1976-2016). Task: Predict the reactants needed to synthesize the given product. (1) Given the product [CH2:1]([O:3][C:4](=[O:22])[CH2:5][CH2:6][N:7]([C:14](=[O:21])[CH2:15][CH2:16][CH2:17][CH2:18][CH2:19][NH:20][C:58]([O:57][CH:55]1[CH2:56][C:51]2[C:52]([CH3:61])([CH:47]3[CH:48]([CH2:49][CH:50]=2)[CH:43]2[C:44]([CH3:62])([CH:40]([CH:33]([CH3:32])[CH2:34][CH2:35][CH2:36][CH:37]([CH3:38])[CH3:39])[CH2:41][CH2:42]2)[CH2:45][CH2:46]3)[CH2:53][CH2:54]1)=[O:59])[CH2:8][C:9]([O:11][CH2:12][CH3:13])=[O:10])[CH3:2], predict the reactants needed to synthesize it. The reactants are: [CH2:1]([O:3][C:4](=[O:22])[CH2:5][CH2:6][N:7]([C:14](=[O:21])[CH2:15][CH2:16][CH2:17][CH2:18][CH2:19][NH2:20])[CH2:8][C:9]([O:11][CH2:12][CH3:13])=[O:10])[CH3:2].C(N(C(C)C)CC)(C)C.[CH3:32][C@@H:33]([C@@H:40]1[C@@:44]2([CH3:62])[CH2:45][CH2:46][CH:47]3[C@@:52]4([CH3:61])[CH2:53][CH2:54][CH:55]([O:57][C:58](Cl)=[O:59])[CH2:56][C:51]4=[CH:50][CH2:49][CH:48]3[CH:43]2[CH2:42][CH2:41]1)[CH2:34][CH2:35][CH2:36][CH:37]([CH3:39])[CH3:38]. (2) Given the product [CH3:12][N:8]1[C:7]2[C:2]([NH:1][CH2:13][CH2:14][CH3:15])=[CH:3][CH:4]=[CH:5][C:6]=2[NH:10][C:9]1=[O:11], predict the reactants needed to synthesize it. The reactants are: [NH2:1][C:2]1[C:7]2[N:8]([CH3:12])[C:9](=[O:11])[NH:10][C:6]=2[CH:5]=[CH:4][CH:3]=1.[CH:13](=O)[CH2:14][CH3:15].C([BH3-])#N.[Na+]. (3) Given the product [Cl:5][CH2:6][CH2:7][CH2:8][SiH2:9][CH:12]=[C:15]([CH3:16])[CH3:14], predict the reactants needed to synthesize it. The reactants are: C([Mg]Cl)=C.[Cl:5][CH2:6][CH2:7][CH2:8][Si:9]([CH3:12])(C)Cl.O1C[CH2:16][CH2:15][CH2:14]1. (4) Given the product [S:20]1[CH:21]=[CH:22][CH:23]=[C:19]1[C:17]([C:16]1[CH:15]=[N:14][N:13]2[C:8]([C:4]3[CH:3]=[C:2]([NH:1][C:25]([CH:26]4[CH2:27][O:28]4)=[O:29])[CH:7]=[CH:6][CH:5]=3)=[CH:9][CH:10]=[N:11][C:12]=12)=[O:18], predict the reactants needed to synthesize it. The reactants are: [NH2:1][C:2]1[CH:3]=[C:4]([C:8]2[N:13]3[N:14]=[CH:15][C:16]([C:17]([C:19]4[S:20][CH:21]=[CH:22][CH:23]=4)=[O:18])=[C:12]3[N:11]=[C:10](C)[CH:9]=2)[CH:5]=[CH:6][CH:7]=1.[C:25](O)(=[O:29])[CH:26]1[O:28][CH2:27]1. (5) Given the product [OH:10][C:3]1[C:2]([C:11]#[N:12])=[C:7]([CH3:8])[N:6]=[C:5]([CH3:9])[N:4]=1, predict the reactants needed to synthesize it. The reactants are: Br[C:2]1[C:3]([OH:10])=[N:4][C:5]([CH3:9])=[N:6][C:7]=1[CH3:8].[C:11]([Zn]C#N)#[N:12]. (6) Given the product [NH2:1][C:2]1[N:3]([C:14]([O:16][C:17]([CH3:20])([CH3:19])[CH3:18])=[O:15])[CH:4]=[C:5]([CH2:7][CH2:8][CH2:9][CH2:10][CH2:11][C:12]2[N:23]=[N:22][N:21]([CH2:24][CH2:25][NH:26][S:27]([C:30]3[C:39]4[C:34](=[C:35]([N:40]([CH3:42])[CH3:41])[CH:36]=[CH:37][CH:38]=4)[CH:33]=[CH:32][CH:31]=3)(=[O:29])=[O:28])[CH:13]=2)[N:6]=1, predict the reactants needed to synthesize it. The reactants are: [NH2:1][C:2]1[N:3]([C:14]([O:16][C:17]([CH3:20])([CH3:19])[CH3:18])=[O:15])[CH:4]=[C:5]([CH2:7][CH2:8][CH2:9][CH2:10][CH2:11][C:12]#[CH:13])[N:6]=1.[N:21]([CH2:24][CH2:25][NH:26][S:27]([C:30]1[C:39]2[C:34](=[C:35]([N:40]([CH3:42])[CH3:41])[CH:36]=[CH:37][CH:38]=2)[CH:33]=[CH:32][CH:31]=1)(=[O:29])=[O:28])=[N+:22]=[N-:23]. (7) Given the product [F:14][C:8]([F:13])([C:5]1[CH:6]=[CH:7][C:2]2[O:23][C:16]([C:17]3[CH:22]=[CH:21][N:20]=[CH:19][CH:18]=3)=[N:15][C:3]=2[CH:4]=1)[C:9]([F:10])([F:12])[F:11], predict the reactants needed to synthesize it. The reactants are: O[C:2]1[CH:7]=[CH:6][C:5]([C:8]([F:14])([F:13])[C:9]([F:12])([F:11])[F:10])=[CH:4][C:3]=1[NH:15][C:16](=[O:23])[C:17]1[CH:22]=[CH:21][N:20]=[CH:19][CH:18]=1.O1CCCC1.C1(P(C2C=CC=CC=2)C2C=CC=CC=2)C=CC=CC=1.N(C(OCC)=O)=NC(OCC)=O. (8) The reactants are: [CH2:1]([O:3][C:4](=[O:17])[C:5]([O:8][C:9]1[CH:14]=[CH:13][C:12]([OH:15])=[CH:11][C:10]=1[CH3:16])([CH3:7])[CH3:6])[CH3:2].[F:18][C:19]([F:40])([F:39])[O:20][C:21]1[CH:26]=[CH:25][C:24]([C:27]2[N:32]=[C:31]([C:33]([F:36])([F:35])[F:34])[C:30]([CH2:37]O)=[CH:29][CH:28]=2)=[CH:23][CH:22]=1.CN(C)C(N=NC(N(C)C)=O)=O.C(P(CCCC)CCCC)CCC. Given the product [CH2:1]([O:3][C:4](=[O:17])[C:5]([CH3:6])([O:8][C:9]1[CH:14]=[CH:13][C:12]([O:15][CH2:37][C:30]2[C:31]([C:33]([F:35])([F:34])[F:36])=[N:32][C:27]([C:24]3[CH:23]=[CH:22][C:21]([O:20][C:19]([F:40])([F:18])[F:39])=[CH:26][CH:25]=3)=[CH:28][CH:29]=2)=[CH:11][C:10]=1[CH3:16])[CH3:7])[CH3:2], predict the reactants needed to synthesize it. (9) The reactants are: C([O:3][C:4](=O)[CH2:5][CH2:6][C@@H:7]([CH3:23])[C@H:8]([N:14]([C:16]([O:18][C:19]([CH3:22])([CH3:21])[CH3:20])=[O:17])[CH3:15])[C:9]1[O:10][CH:11]=[CH:12][CH:13]=1)C.[BH4-].[Li+].CCOC(C)=O. Given the product [O:10]1[CH:11]=[CH:12][CH:13]=[C:9]1[C@@H:8]([N:14]([CH3:15])[C:16](=[O:17])[O:18][C:19]([CH3:21])([CH3:20])[CH3:22])[C@H:7]([CH3:23])[CH2:6][CH2:5][CH2:4][OH:3], predict the reactants needed to synthesize it. (10) Given the product [O:1]1[CH2:5][CH2:4][CH2:3][CH:2]1[CH2:6][O:7][C:9]1[N:10]=[C:11]([OH:19])[C:12]2[CH:18]=[CH:17][N:16]=[CH:15][C:13]=2[N:14]=1, predict the reactants needed to synthesize it. The reactants are: [O:1]1[CH2:5][CH2:4][CH2:3][CH:2]1[CH2:6][OH:7].Cl[C:9]1[N:10]=[C:11]([OH:19])[C:12]2[CH:18]=[CH:17][N:16]=[CH:15][C:13]=2[N:14]=1.